This data is from Serine/threonine kinase 33 screen with 319,792 compounds. The task is: Binary Classification. Given a drug SMILES string, predict its activity (active/inactive) in a high-throughput screening assay against a specified biological target. The result is 0 (inactive). The drug is Clc1cc2nccc(NNC(=S)Nc3c(Cl)cccc3)c2cc1.